Dataset: Full USPTO retrosynthesis dataset with 1.9M reactions from patents (1976-2016). Task: Predict the reactants needed to synthesize the given product. (1) Given the product [F:22][C:20]1[CH:21]=[CH:14][C:15]([C:16]#[N:17])=[C:18]([O:6][CH2:1][C:2]([F:5])([F:4])[F:3])[CH:19]=1, predict the reactants needed to synthesize it. The reactants are: [CH2:1]([OH:6])[C:2]([F:5])([F:4])[F:3].CC(C)([O-])C.[K+].F[C:14]1[CH:21]=[C:20]([F:22])[CH:19]=[CH:18][C:15]=1[C:16]#[N:17].O. (2) Given the product [N+:4]([O-:7])([O-:6])=[O:5].[Mg+2:2].[N+:4]([O-:7])([O-:6])=[O:5], predict the reactants needed to synthesize it. The reactants are: [OH-].[Mg+2:2].[OH-].[N+:4]([O-:7])([OH:6])=[O:5]. (3) Given the product [CH3:19][O:18][C:15]1[N:14]=[N:13][C:12]([S:9]([N:3]2[CH:7]=[CH:6][CH:5]=[CH:4]2)(=[O:11])=[O:10])=[CH:17][CH:16]=1, predict the reactants needed to synthesize it. The reactants are: [H-].[Na+].[NH:3]1[CH:7]=[CH:6][CH:5]=[CH:4]1.F[S:9]([C:12]1[N:13]=[N:14][C:15]([O:18][CH3:19])=[CH:16][CH:17]=1)(=[O:11])=[O:10]. (4) Given the product [CH3:1][O:2][C:3](=[O:26])[CH2:4][C:5]1[CH:10]=[CH:9][CH:8]=[C:7]([O:11][C:12]2[CH:17]=[CH:16][C:15]([C:18]([F:20])([F:19])[F:21])=[CH:14][C:13]=2[CH2:22][N:23]([CH2:24][CH3:25])[S:37]([C:34]2[CH:33]=[CH:32][C:31]([S:28]([CH3:27])(=[O:30])=[O:29])=[CH:36][CH:35]=2)(=[O:39])=[O:38])[CH:6]=1, predict the reactants needed to synthesize it. The reactants are: [CH3:1][O:2][C:3](=[O:26])[CH2:4][C:5]1[CH:10]=[CH:9][CH:8]=[C:7]([O:11][C:12]2[CH:17]=[CH:16][C:15]([C:18]([F:21])([F:20])[F:19])=[CH:14][C:13]=2[CH2:22][NH:23][CH2:24][CH3:25])[CH:6]=1.[CH3:27][S:28]([C:31]1[CH:36]=[CH:35][C:34]([S:37](Cl)(=[O:39])=[O:38])=[CH:33][CH:32]=1)(=[O:30])=[O:29].